This data is from Catalyst prediction with 721,799 reactions and 888 catalyst types from USPTO. The task is: Predict which catalyst facilitates the given reaction. (1) Reactant: CO[N:3]=[C:4]1[C:12]2[C:7](=[C:8]([Cl:13])[N:9]=[CH:10][CH:11]=2)[O:6][CH2:5]1.B. Product: [Cl:13][C:8]1[N:9]=[CH:10][CH:11]=[C:12]2[CH:4]([NH2:3])[CH2:5][O:6][C:7]=12. The catalyst class is: 1. (2) Reactant: [Br:1][CH2:2][CH2:3][CH2:4][C:5](Cl)=[O:6].CCN(C(C)C)C(C)C.Cl.[CH3:18][NH:19][O:20][CH3:21]. Product: [Br:1][CH2:2][CH2:3][CH2:4][C:5]([N:19]([O:20][CH3:21])[CH3:18])=[O:6]. The catalyst class is: 2. (3) Reactant: [CH3:1][C:2]1[CH:3]=[C:4]2[CH:10]=[CH:9][N:8]([Si](C(C)C)(C(C)C)C(C)C)[C:5]2=[N:6][CH:7]=1.[I:21]I. Product: [I:21][C:10]1[C:4]2[C:5](=[N:6][CH:7]=[C:2]([CH3:1])[CH:3]=2)[NH:8][CH:9]=1. The catalyst class is: 7.